This data is from Peptide-MHC class II binding affinity with 134,281 pairs from IEDB. The task is: Regression. Given a peptide amino acid sequence and an MHC pseudo amino acid sequence, predict their binding affinity value. This is MHC class II binding data. (1) The peptide sequence is EPLQGPFNFRFLTEKGMKNV. The MHC is HLA-DPA10301-DPB10402 with pseudo-sequence HLA-DPA10301-DPB10402. The binding affinity (normalized) is 0.623. (2) The peptide sequence is RQSGATIADVLAEKE. The MHC is DRB1_1001 with pseudo-sequence DRB1_1001. The binding affinity (normalized) is 0.190. (3) The peptide sequence is PVGEIYKRWIIMGLN. The MHC is DRB1_1101 with pseudo-sequence DRB1_1101. The binding affinity (normalized) is 0.450. (4) The peptide sequence is MHASYLFQQDKHYDL. The MHC is H-2-IAd with pseudo-sequence H-2-IAd. The binding affinity (normalized) is 0. (5) The peptide sequence is RQELRCGSGVFIHNDVEA. The MHC is DRB1_1101 with pseudo-sequence DRB1_1101. The binding affinity (normalized) is 0.106.